From a dataset of Peptide-MHC class II binding affinity with 134,281 pairs from IEDB. Regression. Given a peptide amino acid sequence and an MHC pseudo amino acid sequence, predict their binding affinity value. This is MHC class II binding data. The peptide sequence is EDDLLNRNNTFKPFA. The MHC is HLA-DPA10201-DPB11401 with pseudo-sequence HLA-DPA10201-DPB11401. The binding affinity (normalized) is 0.